Dataset: Reaction yield outcomes from USPTO patents with 853,638 reactions. Task: Predict the reaction yield, written as a fraction of the theoretical maximum amount of product (1.0 means a 100% yield; for example, 0.34 means a 34% yield). The reactants are [F:1][C:2]1[CH:3]=[C:4]([CH:7]=[C:8]([F:11])[C:9]=1[OH:10])[CH:5]=O.[N+:12]([CH3:15])([O-:14])=[O:13].C([O-])(=O)C.[NH4+]. The catalyst is C(O)(=O)C. The product is [F:1][C:2]1[CH:3]=[C:4]([CH:5]=[CH:15][N+:12]([O-:14])=[O:13])[CH:7]=[C:8]([F:11])[C:9]=1[OH:10]. The yield is 0.710.